Dataset: Forward reaction prediction with 1.9M reactions from USPTO patents (1976-2016). Task: Predict the product of the given reaction. (1) Given the reactants [OH:1][C:2]1[CH:12]=[CH:11][C:5]([CH:6]=[CH:7][C:8]([OH:10])=[O:9])=[CH:4][CH:3]=1.N1C=CN=C1.[Si:18](Cl)([C:21]([CH3:24])([CH3:23])[CH3:22])([CH3:20])[CH3:19], predict the reaction product. The product is: [Si:18]([O:1][C:2]1[CH:3]=[CH:4][C:5](/[CH:6]=[CH:7]/[C:8]([OH:10])=[O:9])=[CH:11][CH:12]=1)([C:21]([CH3:24])([CH3:23])[CH3:22])([CH3:20])[CH3:19]. (2) Given the reactants [CH3:1][N:2]1[CH2:7][CH2:6][N:5]([C:8]2[N:13]=[CH:12][C:11]([C:14]3[CH:19]=[CH:18][N:17]4[C:20]([C:23]5[CH:28]=[CH:27][C:26]([N+:29]([O-])=O)=[CH:25][CH:24]=5)=[CH:21][N:22]=[C:16]4[CH:15]=3)=[CH:10][N:9]=2)[CH2:4][CH2:3]1.CN(C)N, predict the reaction product. The product is: [CH3:1][N:2]1[CH2:3][CH2:4][N:5]([C:8]2[N:13]=[CH:12][C:11]([C:14]3[CH:19]=[CH:18][N:17]4[C:20]([C:23]5[CH:28]=[CH:27][C:26]([NH2:29])=[CH:25][CH:24]=5)=[CH:21][N:22]=[C:16]4[CH:15]=3)=[CH:10][N:9]=2)[CH2:6][CH2:7]1. (3) Given the reactants [Cl:1][C:2]1[C:3]([CH3:23])=[C:4]([NH:10][S:11]([N:14]2[CH2:18][C@@H:17]([OH:19])[CH2:16][C@H:15]2[C:20](O)=[O:21])(=[O:13])=[O:12])[CH:5]=[CH:6][C:7]=1[C:8]#[N:9].C1CCC(N=C=NC2CCCCC2)CC1.C1C([N+]([O-])=O)=CC=C(O)C=1, predict the reaction product. The product is: [OH:19][C@@H:17]1[CH2:18][N:14]2[C@H:15]([C:20](=[O:21])[N:10]([C:4]3[CH:5]=[CH:6][C:7]([C:8]#[N:9])=[C:2]([Cl:1])[C:3]=3[CH3:23])[S:11]2(=[O:13])=[O:12])[CH2:16]1. (4) Given the reactants C([O:4][CH2:5][C@@H:6]1[C@@H:11]([O:12]C(=O)C)[C@H:10]([O:16]C(=O)C)[C@H:9]([O:20]C(=O)C)[C@@H:8]([C:24]2[CH:33]=[CH:32][C:31]3[C:26](=[CH:27][CH:28]=C(OS(C(F)(F)F)(=O)=O)C=3)[CH:25]=2)[O:7]1)(=O)C.BrC1C=[C:45]2[C:50](=[CH:51][CH:52]=1)[CH:49]=[C:48]([C:53]1[O:54][C:55]([CH3:58])=[N:56][N:57]=1)[CH:47]=[CH:46]2, predict the reaction product. The product is: [OH:4][CH2:5][C@@H:6]1[C@@H:11]([OH:12])[C@H:10]([OH:16])[C@H:9]([OH:20])[C@@H:8]([C:24]2[CH:33]=[CH:32][CH:31]=[C:26]([C:27]3[CH:52]=[CH:51][C:50]4[C:45](=[CH:46][CH:47]=[C:48]([C:53]5[O:54][C:55]([CH3:58])=[N:56][N:57]=5)[CH:49]=4)[CH:28]=3)[CH:25]=2)[O:7]1. (5) Given the reactants [NH2:1][C:2]1[C:3]2[N:4]([C:8]([C@@H:24]3[CH2:27][C@H:26]([CH2:28]OS(C4C=CC(C)=CC=4)(=O)=O)[CH2:25]3)=[N:9][C:10]=2[C:11]2[CH:16]=[CH:15][C:14]([O:17][C:18]3[CH:23]=[CH:22][CH:21]=[CH:20][CH:19]=3)=[CH:13][CH:12]=2)[CH:5]=[CH:6][N:7]=1.[CH3:40][NH:41][CH3:42].C1COCC1, predict the reaction product. The product is: [CH3:40][N:41]([CH2:28][C@@H:26]1[CH2:27][C@H:24]([C:8]2[N:4]3[CH:5]=[CH:6][N:7]=[C:2]([NH2:1])[C:3]3=[C:10]([C:11]3[CH:16]=[CH:15][C:14]([O:17][C:18]4[CH:19]=[CH:20][CH:21]=[CH:22][CH:23]=4)=[CH:13][CH:12]=3)[N:9]=2)[CH2:25]1)[CH3:42]. (6) Given the reactants [CH3:1][C:2]1[CH:7]=[CH:6][C:5]([C:8]2[CH:13]=[C:12]([C:14]([N:16]3[CH2:20][CH2:19][CH2:18][CH2:17]3)=[O:15])[CH:11]=[C:10]([C:21](O)=[O:22])[CH:9]=2)=[CH:4][CH:3]=1.Cl.[Cl:25][C:26]1[N:30]([CH3:31])[N:29]=[CH:28][C:27]=1[C@H:32]([NH2:34])[CH3:33].F[P-](F)(F)(F)(F)F.C[N+](C)=C(N(C)C)ON1C2N=CC=CC=2N=N1.C(N(CC)C(C)C)(C)C, predict the reaction product. The product is: [Cl:25][C:26]1[N:30]([CH3:31])[N:29]=[CH:28][C:27]=1[C@H:32]([NH:34][C:21]([C:10]1[CH:9]=[C:8]([C:5]2[CH:4]=[CH:3][C:2]([CH3:1])=[CH:7][CH:6]=2)[CH:13]=[C:12]([C:14]([N:16]2[CH2:20][CH2:19][CH2:18][CH2:17]2)=[O:15])[CH:11]=1)=[O:22])[CH3:33]. (7) Given the reactants [OH:1][C:2]1[CH:8]=[CH:7][CH:6]=[C:5]([CH3:9])[C:3]=1[NH2:4].[C:10](N1C=CN=C1)(N1C=CN=C1)=[O:11].C(Cl)Cl, predict the reaction product. The product is: [CH3:9][C:5]1[C:3]2[NH:4][C:10](=[O:11])[O:1][C:2]=2[CH:8]=[CH:7][CH:6]=1. (8) Given the reactants Cl.Cl[C:3]1[N:8]=[N:7][C:6]([N:9]([CH3:11])[CH3:10])=[C:5]([N:12]2[CH2:17][CH2:16][NH:15][CH2:14][CH2:13]2)[CH:4]=1.C([O-])(=O)C.[Na+], predict the reaction product. The product is: [CH3:10][N:9]([CH3:11])[C:6]1[N:7]=[N:8][CH:3]=[CH:4][C:5]=1[N:12]1[CH2:13][CH2:14][NH:15][CH2:16][CH2:17]1.